Dataset: Drug-target binding data from BindingDB using Kd measurements. Task: Regression. Given a target protein amino acid sequence and a drug SMILES string, predict the binding affinity score between them. We predict pKd (pKd = -log10(Kd in M); higher means stronger binding). Dataset: bindingdb_kd. The drug is CCN(CC)CCNC(=O)c1c(C)[nH]c(/C=C2\C(=O)Nc3ccc(F)cc32)c1C. The target protein sequence is HHSTVADGLITTLHYPAPKRNKPTVYGVSPNYDKWEMERTDITMKHKLGGGQYGEVYEGVWKKYSLTVAVKTLKEDTMEVEEFLKEAAVMKEIKHPNLVQLLGVCTREPPFYIITEFMTYGNLLDYLRECNRQEVNAVVLLYMATQISSAMEYLEKKNVIHRDLAARNCLVGENHLVKVADFGLSRLMTGDTYTAHAGAKFPIKWTAPESLAYNKFSIKSDVWAFGVLLWEIATYGMSPYPGIDLSQVYELLEKDYRMERPEGCPEKVYELMRACWQWNPSDRPSFAEIHQAFETMFQES. The pKd is 6.0.